This data is from Retrosynthesis with 50K atom-mapped reactions and 10 reaction types from USPTO. The task is: Predict the reactants needed to synthesize the given product. (1) The reactants are: O=C(CBr)CS(=O)(=O)C(c1ccc(Cl)cc1)c1ccc(Cl)cc1.SCc1ccccc1. Given the product O=C(CSCc1ccccc1)CS(=O)(=O)C(c1ccc(Cl)cc1)c1ccc(Cl)cc1, predict the reactants needed to synthesize it. (2) Given the product CC(C)C[C@H]1C(=O)N[C@@H](c2ccccc2)CN1C(=O)[C@@H]1C[C@H]1c1ccc(Cl)cc1, predict the reactants needed to synthesize it. The reactants are: CC(C)C[C@@H]1NC[C@H](c2ccccc2)NC1=O.O=C(O)[C@@H]1C[C@H]1c1ccc(Cl)cc1.